Dataset: Retrosynthesis with 50K atom-mapped reactions and 10 reaction types from USPTO. Task: Predict the reactants needed to synthesize the given product. (1) The reactants are: Cc1nc(F)ccc1[N+](=O)[O-].OCCS. Given the product Cc1nc(SCCO)ccc1[N+](=O)[O-], predict the reactants needed to synthesize it. (2) The reactants are: CCOC(=O)CCc1ccc2c(c1)NCCN2C(=O)Cc1ccc(NC(=O)Nc2ccccc2C)c(OC)c1. Given the product COc1cc(CC(=O)N2CCNc3cc(CCC(=O)O)ccc32)ccc1NC(=O)Nc1ccccc1C, predict the reactants needed to synthesize it. (3) Given the product CC(C)(C)OC(=O)NC1CCN(CC(=O)c2ccccc2)CC1, predict the reactants needed to synthesize it. The reactants are: CC(C)(C)OC(=O)NC1CCNCC1.O=C(CBr)c1ccccc1. (4) Given the product COC(=O)[C@H](c1ccccc1)N1CN(c2ccccc2)C2(CCN(C(=O)OC(C)(C)C)CC2)C1=O, predict the reactants needed to synthesize it. The reactants are: CC(C)(C)OC(=O)N1CCC2(CC1)C(=O)NCN2c1ccccc1.COC(=O)[C@@H](Br)c1ccccc1. (5) Given the product CN(C(=O)N1c2nc(-c3cccc(C(F)(F)F)c3)ccc2N2CC[C@H]1C2)c1ccccn1, predict the reactants needed to synthesize it. The reactants are: CI.O=C(Nc1ccccn1)N1c2nc(-c3cccc(C(F)(F)F)c3)ccc2N2CC[C@H]1C2. (6) Given the product Nc1cccc(CNC(=O)Nc2ccc(Cl)c(C(F)(F)F)c2)c1, predict the reactants needed to synthesize it. The reactants are: O=C(NCc1cccc([N+](=O)[O-])c1)Nc1ccc(Cl)c(C(F)(F)F)c1. (7) The reactants are: Clc1ccc(-c2cc3c(Cl)ncnc3cc2Cl)cc1.NC(=O)C1CNCCN1. Given the product NC(=O)C1CN(c2ncnc3cc(Cl)c(-c4ccc(Cl)cc4)cc23)CCN1, predict the reactants needed to synthesize it. (8) Given the product Cc1nnc(-c2ccc(C(=O)NCC(=O)N3CCC(Oc4ccccc4Cl)CC3)cc2)o1, predict the reactants needed to synthesize it. The reactants are: Cc1nnc(-c2ccc(C(=O)O)cc2)o1.NCC(=O)N1CCC(Oc2ccccc2Cl)CC1. (9) Given the product COc1ncc(F)cc1-c1cc(/C=C/c2ccc(N)cn2)c(OC)c(C(C)(C)C)c1, predict the reactants needed to synthesize it. The reactants are: CCCC[Sn](/C=C/c1cc(-c2cc(F)cnc2OC)cc(C(C)(C)C)c1OC)(CCCC)CCCC.Nc1ccc(I)nc1. (10) Given the product COc1ccc2c(c1O)CCN(C(=O)c1nc(-c3cccnc3)nc3ccccc13)C2, predict the reactants needed to synthesize it. The reactants are: COc1ccc2c(c1O)CCNC2.O=C(O)c1nc(-c2cccnc2)nc2ccccc12.